This data is from Reaction yield outcomes from USPTO patents with 853,638 reactions. The task is: Predict the reaction yield, written as a fraction of the theoretical maximum amount of product (1.0 means a 100% yield; for example, 0.34 means a 34% yield). The reactants are Cl.[Cl:2][C:3]1[CH:4]=[C:5]2[C:10](=[CH:11][CH:12]=1)[CH:9]=[C:8]([S:13]([N:16]1[CH2:21][CH2:20][N:19]([C:22](=[O:35])[C:23]3[CH:28]=[CH:27][C:26]([C:29]4[CH:34]=[CH:33][N:32]=[CH:31][CH:30]=4)=[CH:25][CH:24]=3)[CH:18]([C:36]([O:38]CC)=[O:37])[CH2:17]1)(=[O:15])=[O:14])[CH:7]=[CH:6]2.[OH-].[Na+]. The catalyst is C(O)C.O1CCCC1.O. The product is [ClH:2].[Cl:2][C:3]1[CH:4]=[C:5]2[C:10](=[CH:11][CH:12]=1)[CH:9]=[C:8]([S:13]([N:16]1[CH2:21][CH2:20][N:19]([C:22](=[O:35])[C:23]3[CH:28]=[CH:27][C:26]([C:29]4[CH:34]=[CH:33][N:32]=[CH:31][CH:30]=4)=[CH:25][CH:24]=3)[CH:18]([C:36]([OH:38])=[O:37])[CH2:17]1)(=[O:15])=[O:14])[CH:7]=[CH:6]2. The yield is 0.420.